Dataset: Rat liver microsome stability data. Task: Regression/Classification. Given a drug SMILES string, predict its absorption, distribution, metabolism, or excretion properties. Task type varies by dataset: regression for continuous measurements (e.g., permeability, clearance, half-life) or binary classification for categorical outcomes (e.g., BBB penetration, CYP inhibition). Dataset: rlm. (1) The drug is COC(=O)[C@@]12OC[C@]34[C@H]([C@@H](O)[C@@H]1O)[C@@]1(C)CC(=O)C(O)=C(C)[C@@H]1C[C@H]3OC(=O)[C@H](OC(=O)/C=C(\C)C(C)C)[C@@H]24. The result is 1 (stable in rat liver microsomes). (2) The compound is CCP(=O)(OC)c1ccc2oc(-c3cccc(C(F)(F)F)c3)nc2c1. The result is 0 (unstable in rat liver microsomes). (3) The molecule is Cc1cc(C)nc(NC(=S)N2CCN(c3nccc(C(F)(F)F)n3)CC2)c1. The result is 1 (stable in rat liver microsomes). (4) The molecule is Cc1cc(C)nc(NC(=S)N2CCN(c3ccncc3)CC2)c1. The result is 0 (unstable in rat liver microsomes). (5) The compound is O=C(CCc1ccccc1)NC(c1cccs1)c1cc(Cl)c2cccnc2c1O. The result is 1 (stable in rat liver microsomes). (6) The compound is CC(=O)NC1CCN(Cc2ccc(CCNC(=O)c3ccc(-c4ccc(F)cc4)cc3)cc2)CC1. The result is 1 (stable in rat liver microsomes). (7) The molecule is Cc1cnc(-c2ccccc2C(C)C)nc1NCC1CCN(C2COC2)CC1. The result is 1 (stable in rat liver microsomes). (8) The compound is CC(=O)N1CCN(c2ccc(OCc3nn(C)c(C)c3-c3cccc4c(CCCOc5cccc6ccccc56)c(C(=O)O)n(Cc5cccnc5)c34)cc2)CC1. The result is 1 (stable in rat liver microsomes). (9) The drug is CN1CCN(C(=O)Cc2c[nH]c3ncc(-c4ccccc4Oc4ccccc4)cc23)CC1. The result is 1 (stable in rat liver microsomes).